Task: Regression. Given two drug SMILES strings and cell line genomic features, predict the synergy score measuring deviation from expected non-interaction effect.. Dataset: NCI-60 drug combinations with 297,098 pairs across 59 cell lines (1) Drug 1: CC1=C(C(CCC1)(C)C)C=CC(=CC=CC(=CC(=O)O)C)C. Cell line: SF-268. Synergy scores: CSS=14.1, Synergy_ZIP=-2.03, Synergy_Bliss=4.12, Synergy_Loewe=-1.55, Synergy_HSA=3.53. Drug 2: CCC1(CC2CC(C3=C(CCN(C2)C1)C4=CC=CC=C4N3)(C5=C(C=C6C(=C5)C78CCN9C7C(C=CC9)(C(C(C8N6C)(C(=O)OC)O)OC(=O)C)CC)OC)C(=O)OC)O.OS(=O)(=O)O. (2) Drug 1: COC1=NC(=NC2=C1N=CN2C3C(C(C(O3)CO)O)O)N. Drug 2: CC(C)CN1C=NC2=C1C3=CC=CC=C3N=C2N. Cell line: MCF7. Synergy scores: CSS=-7.14, Synergy_ZIP=4.25, Synergy_Bliss=2.74, Synergy_Loewe=-4.15, Synergy_HSA=-5.04. (3) Drug 1: C1CCC(C1)C(CC#N)N2C=C(C=N2)C3=C4C=CNC4=NC=N3. Drug 2: CCC1(CC2CC(C3=C(CCN(C2)C1)C4=CC=CC=C4N3)(C5=C(C=C6C(=C5)C78CCN9C7C(C=CC9)(C(C(C8N6C=O)(C(=O)OC)O)OC(=O)C)CC)OC)C(=O)OC)O.OS(=O)(=O)O. Cell line: SF-295. Synergy scores: CSS=17.1, Synergy_ZIP=-2.19, Synergy_Bliss=0.0785, Synergy_Loewe=-33.4, Synergy_HSA=0.972. (4) Drug 1: CCCS(=O)(=O)NC1=C(C(=C(C=C1)F)C(=O)C2=CNC3=C2C=C(C=N3)C4=CC=C(C=C4)Cl)F. Drug 2: CN1C2=C(C=C(C=C2)N(CCCl)CCCl)N=C1CCCC(=O)O.Cl. Cell line: DU-145. Synergy scores: CSS=-5.51, Synergy_ZIP=2.32, Synergy_Bliss=-0.317, Synergy_Loewe=-5.95, Synergy_HSA=-4.72. (5) Drug 1: CC=C1C(=O)NC(C(=O)OC2CC(=O)NC(C(=O)NC(CSSCCC=C2)C(=O)N1)C(C)C)C(C)C. Drug 2: C1CNP(=O)(OC1)N(CCCl)CCCl. Cell line: A498. Synergy scores: CSS=24.4, Synergy_ZIP=-0.720, Synergy_Bliss=-2.11, Synergy_Loewe=-39.0, Synergy_HSA=-1.96. (6) Drug 1: CCC1(CC2CC(C3=C(CCN(C2)C1)C4=CC=CC=C4N3)(C5=C(C=C6C(=C5)C78CCN9C7C(C=CC9)(C(C(C8N6C)(C(=O)OC)O)OC(=O)C)CC)OC)C(=O)OC)O.OS(=O)(=O)O. Drug 2: C1=NC2=C(N1)C(=S)N=CN2. Cell line: SK-OV-3. Synergy scores: CSS=28.8, Synergy_ZIP=-1.94, Synergy_Bliss=0.619, Synergy_Loewe=0.719, Synergy_HSA=0.947. (7) Drug 1: CCC1=CC2CC(C3=C(CN(C2)C1)C4=CC=CC=C4N3)(C5=C(C=C6C(=C5)C78CCN9C7C(C=CC9)(C(C(C8N6C)(C(=O)OC)O)OC(=O)C)CC)OC)C(=O)OC.C(C(C(=O)O)O)(C(=O)O)O. Drug 2: C1=CN(C=N1)CC(O)(P(=O)(O)O)P(=O)(O)O. Cell line: SK-MEL-2. Synergy scores: CSS=24.0, Synergy_ZIP=-10.5, Synergy_Bliss=-16.7, Synergy_Loewe=-52.7, Synergy_HSA=-16.7. (8) Drug 1: CCC1(CC2CC(C3=C(CCN(C2)C1)C4=CC=CC=C4N3)(C5=C(C=C6C(=C5)C78CCN9C7C(C=CC9)(C(C(C8N6C=O)(C(=O)OC)O)OC(=O)C)CC)OC)C(=O)OC)O.OS(=O)(=O)O. Drug 2: CC1C(C(CC(O1)OC2CC(CC3=C2C(=C4C(=C3O)C(=O)C5=C(C4=O)C(=CC=C5)OC)O)(C(=O)CO)O)N)O.Cl. Cell line: NCI-H460. Synergy scores: CSS=40.5, Synergy_ZIP=1.89, Synergy_Bliss=1.16, Synergy_Loewe=-7.91, Synergy_HSA=0.723. (9) Drug 1: CC12CCC(CC1=CCC3C2CCC4(C3CC=C4C5=CN=CC=C5)C)O. Drug 2: COC1=C2C(=CC3=C1OC=C3)C=CC(=O)O2. Cell line: OVCAR-8. Synergy scores: CSS=1.64, Synergy_ZIP=4.15, Synergy_Bliss=1.02, Synergy_Loewe=-2.51, Synergy_HSA=-0.294.